From a dataset of Full USPTO retrosynthesis dataset with 1.9M reactions from patents (1976-2016). Predict the reactants needed to synthesize the given product. (1) Given the product [F:12][C:10]([F:11])([F:13])[C:6]1[CH:5]=[C:4]([NH:1][C:2]([NH:15][NH2:16])=[S:3])[CH:9]=[CH:8][CH:7]=1, predict the reactants needed to synthesize it. The reactants are: [N:1]([C:4]1[CH:9]=[CH:8][CH:7]=[C:6]([C:10]([F:13])([F:12])[F:11])[CH:5]=1)=[C:2]=[S:3].O.[NH2:15][NH2:16].C(OCC)(=O)C. (2) The reactants are: [ClH:1].[CH2:2]([C:6]1[N:7]=[C:8]([NH2:11])[NH:9][CH:10]=1)[CH2:3][C:4]#[CH:5].[N:12]([CH2:15][C:16]1[CH:20]=[CH:19][O:18][CH:17]=1)=[N+:13]=[N-:14]. Given the product [ClH:1].[O:18]1[CH:19]=[CH:20][C:16]([CH2:15][N:12]2[CH:5]=[C:4]([CH2:3][CH2:2][C:6]3[N:7]=[C:8]([NH2:11])[NH:9][CH:10]=3)[N:14]=[N:13]2)=[CH:17]1, predict the reactants needed to synthesize it. (3) Given the product [CH3:1][N:2]1[C:7](=[O:8])[C:6]2=[CH:9][N:10]([CH2:19][C:20]3[CH:21]=[CH:22][C:23]([C:26]4[CH:31]=[CH:30][CH:29]=[CH:28][N:27]=4)=[CH:24][CH:25]=3)[CH:11]=[C:5]2[N:4]2[C@H:12]3[CH2:17][CH2:16][CH2:15][C@H:13]3[N:14]=[C:3]12, predict the reactants needed to synthesize it. The reactants are: [CH3:1][N:2]1[C:7](=[O:8])[C:6]2=[CH:9][NH:10][CH:11]=[C:5]2[N:4]2[C@H:12]3[CH2:17][CH2:16][CH2:15][C@H:13]3[N:14]=[C:3]12.Cl[CH2:19][C:20]1[CH:25]=[CH:24][C:23]([C:26]2[CH:31]=[CH:30][CH:29]=[CH:28][N:27]=2)=[CH:22][CH:21]=1.C(=O)([O-])[O-].[Cs+].[Cs+].